Predict the reactants needed to synthesize the given product. From a dataset of Full USPTO retrosynthesis dataset with 1.9M reactions from patents (1976-2016). (1) Given the product [CH3:7][C:8]([C:9]([O:11][CH2:12][CH3:13])=[O:10])([CH2:22][C:23]([O:25][CH3:26])=[O:24])[C:14](=[O:20])[C:15]([O:17][CH2:18][CH3:19])=[O:16], predict the reactants needed to synthesize it. The reactants are: CC(C)([O-])C.[K+].[CH3:7][CH:8]([C:14](=[O:20])[C:15]([O:17][CH2:18][CH3:19])=[O:16])[C:9]([O:11][CH2:12][CH3:13])=[O:10].Br[CH2:22][C:23]([O:25][CH3:26])=[O:24].C1OCCOCCOCCOCCOCCOC1.Cl. (2) Given the product [I:2][C:3]1[CH:12]=[CH:11][C:6]([O:7][CH2:8][CH2:9][NH2:10])=[CH:5][CH:4]=1, predict the reactants needed to synthesize it. The reactants are: Cl.[I:2][C:3]1[CH:12]=[CH:11][C:6]([O:7][CH2:8][CH2:9][NH2:10])=[CH:5][CH:4]=1.C(=O)(O)[O-].[Na+]. (3) Given the product [CH2:25]([Sn:16]([CH2:21][CH2:22][CH2:23][CH3:24])([CH2:17][CH2:18][CH2:19][CH3:20])[C:14]1[N:8]=[N:7][N:6]([CH2:5][C:4]2[CH:3]=[C:2]([Cl:1])[C:11]([Cl:12])=[C:10]([Cl:13])[CH:9]=2)[CH:15]=1)[CH2:26][CH2:27][CH3:28], predict the reactants needed to synthesize it. The reactants are: [Cl:1][C:2]1[CH:3]=[C:4]([CH:9]=[C:10]([Cl:13])[C:11]=1[Cl:12])[CH2:5][N:6]=[N+:7]=[N-:8].[C:14]([Sn:16]([CH2:25][CH2:26][CH2:27][CH3:28])([CH2:21][CH2:22][CH2:23][CH3:24])[CH2:17][CH2:18][CH2:19][CH3:20])#[CH:15]. (4) Given the product [F:27][C:28]([F:37])([F:38])[C:29]1[CH:36]=[CH:35][C:32]([CH2:33][NH:24][CH2:23][C:22]2[CH:25]=[CH:26][C:19]([CH2:18][CH2:17][C:15]3[O:14][N:13]=[C:12]([CH2:1][CH2:2][CH2:3][CH2:4][CH2:5][CH2:6][CH2:7][CH2:8][CH2:9][CH2:10][CH3:11])[N:16]=3)=[CH:20][CH:21]=2)=[CH:31][CH:30]=1, predict the reactants needed to synthesize it. The reactants are: [CH2:1]([C:12]1[N:16]=[C:15]([CH2:17][CH2:18][C:19]2[CH:26]=[CH:25][C:22]([CH2:23][NH2:24])=[CH:21][CH:20]=2)[O:14][N:13]=1)[CH2:2][CH2:3][CH2:4][CH2:5][CH2:6][CH2:7][CH2:8][CH2:9][CH2:10][CH3:11].[F:27][C:28]([F:38])([F:37])[C:29]1[CH:36]=[CH:35][C:32]([CH:33]=O)=[CH:31][CH:30]=1.